Dataset: Full USPTO retrosynthesis dataset with 1.9M reactions from patents (1976-2016). Task: Predict the reactants needed to synthesize the given product. Given the product [F:26][C:27]([F:32])([F:31])[C:28]([OH:30])=[O:29].[CH:1]1([N:7]2[CH2:8][CH2:9][CH:10]([C:13]3[CH:14]=[CH:15][C:16]([C:17]4[S:24][C:23]([NH2:25])=[N:22][N:18]=4)=[CH:19][CH:20]=3)[CH2:11][CH2:12]2)[CH2:2][CH2:3][CH2:4][CH2:5][CH2:6]1, predict the reactants needed to synthesize it. The reactants are: [CH:1]1([N:7]2[CH2:12][CH2:11][CH:10]([C:13]3[CH:20]=[CH:19][C:16]([C:17]#[N:18])=[CH:15][CH:14]=3)[CH2:9][CH2:8]2)[CH2:6][CH2:5][CH2:4][CH2:3][CH2:2]1.N[NH:22][C:23]([NH2:25])=[S:24].[F:26][C:27]([F:32])([F:31])[C:28]([OH:30])=[O:29].